Task: Predict the reactants needed to synthesize the given product.. Dataset: Full USPTO retrosynthesis dataset with 1.9M reactions from patents (1976-2016) (1) Given the product [CH2:1]([C:8]1[CH:9]=[N:10][C:11]2[C:16]([C:17]=1[C:18]1[CH:19]=[C:20]([NH:24][CH2:33][C:32]3[C:35]([O:39][CH3:40])=[CH:36][CH:37]=[CH:38][C:31]=3[O:30][CH3:29])[CH:21]=[CH:22][CH:23]=1)=[CH:15][CH:14]=[CH:13][C:12]=2[C:25]([F:28])([F:26])[F:27])[C:2]1[CH:3]=[CH:4][CH:5]=[CH:6][CH:7]=1, predict the reactants needed to synthesize it. The reactants are: [CH2:1]([C:8]1[CH:9]=[N:10][C:11]2[C:16]([C:17]=1[C:18]1[CH:19]=[C:20]([NH2:24])[CH:21]=[CH:22][CH:23]=1)=[CH:15][CH:14]=[CH:13][C:12]=2[C:25]([F:28])([F:27])[F:26])[C:2]1[CH:7]=[CH:6][CH:5]=[CH:4][CH:3]=1.[CH3:29][O:30][C:31]1[CH:38]=[CH:37][CH:36]=[C:35]([O:39][CH3:40])[C:32]=1[CH:33]=O. (2) Given the product [CH3:13][O:14][CH2:15][CH2:16][CH2:17][C:18]1[NH:1][C:2]2[C:3]([C:4]([O:6][CH3:7])=[O:5])=[CH:8][CH:9]=[CH:10][C:11]=2[N:12]=1, predict the reactants needed to synthesize it. The reactants are: [NH2:1][C:2]1[C:11]([NH2:12])=[CH:10][CH:9]=[CH:8][C:3]=1[C:4]([O:6][CH3:7])=[O:5].[CH3:13][O:14][CH2:15][CH2:16][CH2:17][C:18](O)=O.